From a dataset of TCR-epitope binding with 47,182 pairs between 192 epitopes and 23,139 TCRs. Binary Classification. Given a T-cell receptor sequence (or CDR3 region) and an epitope sequence, predict whether binding occurs between them. (1) The epitope is TLIGDCATV. The TCR CDR3 sequence is CASTSDATNEKLFF. Result: 1 (the TCR binds to the epitope). (2) The epitope is YLQPRTFLL. The TCR CDR3 sequence is CASSPDIEQFF. Result: 1 (the TCR binds to the epitope). (3) The epitope is IVTDFSVIK. The TCR CDR3 sequence is CASSQGQWVSETQYF. Result: 0 (the TCR does not bind to the epitope). (4) The epitope is KLGGALQAK. The TCR CDR3 sequence is CASSQHVRDWQFF. Result: 1 (the TCR binds to the epitope). (5) The epitope is FTISVTTEIL. The TCR CDR3 sequence is CSASSGDTNYGYTF. Result: 0 (the TCR does not bind to the epitope).